Dataset: hERG potassium channel inhibition data for cardiac toxicity prediction from Karim et al.. Task: Regression/Classification. Given a drug SMILES string, predict its toxicity properties. Task type varies by dataset: regression for continuous values (e.g., LD50, hERG inhibition percentage) or binary classification for toxic/non-toxic outcomes (e.g., AMES mutagenicity, cardiotoxicity, hepatotoxicity). Dataset: herg_karim. (1) The drug is O=C(O)Cc1cccc(N2CCC(CN3CCC(Oc4ccc(Cl)c(Cl)c4)CC3)CC2)c1. The result is 0 (non-blocker). (2) The drug is CC(C)(O)C(c1ccccc1)N1CCOCC1. The result is 0 (non-blocker). (3) The drug is Nc1ccccc1NC(=O)c1ccc(N2CCC3(CC2)CNCc2ccccc23)nc1. The result is 1 (blocker).